Task: Regression. Given two drug SMILES strings and cell line genomic features, predict the synergy score measuring deviation from expected non-interaction effect.. Dataset: NCI-60 drug combinations with 297,098 pairs across 59 cell lines (1) Drug 1: CCC(=C(C1=CC=CC=C1)C2=CC=C(C=C2)OCCN(C)C)C3=CC=CC=C3.C(C(=O)O)C(CC(=O)O)(C(=O)O)O. Drug 2: CC1C(C(CC(O1)OC2CC(OC(C2O)C)OC3=CC4=CC5=C(C(=O)C(C(C5)C(C(=O)C(C(C)O)O)OC)OC6CC(C(C(O6)C)O)OC7CC(C(C(O7)C)O)OC8CC(C(C(O8)C)O)(C)O)C(=C4C(=C3C)O)O)O)O. Cell line: EKVX. Synergy scores: CSS=33.0, Synergy_ZIP=3.70, Synergy_Bliss=8.21, Synergy_Loewe=-9.17, Synergy_HSA=6.41. (2) Drug 1: CC1OCC2C(O1)C(C(C(O2)OC3C4COC(=O)C4C(C5=CC6=C(C=C35)OCO6)C7=CC(=C(C(=C7)OC)O)OC)O)O. Drug 2: CC1=C(C=C(C=C1)NC(=O)C2=CC=C(C=C2)CN3CCN(CC3)C)NC4=NC=CC(=N4)C5=CN=CC=C5. Cell line: SK-OV-3. Synergy scores: CSS=7.59, Synergy_ZIP=-4.04, Synergy_Bliss=1.18, Synergy_Loewe=-10.1, Synergy_HSA=-1.73. (3) Drug 1: CC1CCC2CC(C(=CC=CC=CC(CC(C(=O)C(C(C(=CC(C(=O)CC(OC(=O)C3CCCCN3C(=O)C(=O)C1(O2)O)C(C)CC4CCC(C(C4)OC)O)C)C)O)OC)C)C)C)OC. Drug 2: CC1CCC2CC(C(=CC=CC=CC(CC(C(=O)C(C(C(=CC(C(=O)CC(OC(=O)C3CCCCN3C(=O)C(=O)C1(O2)O)C(C)CC4CCC(C(C4)OC)OCCO)C)C)O)OC)C)C)C)OC. Cell line: MDA-MB-435. Synergy scores: CSS=8.20, Synergy_ZIP=-4.72, Synergy_Bliss=-6.23, Synergy_Loewe=-7.01, Synergy_HSA=-6.34. (4) Drug 1: CC1C(C(=O)NC(C(=O)N2CCCC2C(=O)N(CC(=O)N(C(C(=O)O1)C(C)C)C)C)C(C)C)NC(=O)C3=C4C(=C(C=C3)C)OC5=C(C(=O)C(=C(C5=N4)C(=O)NC6C(OC(=O)C(N(C(=O)CN(C(=O)C7CCCN7C(=O)C(NC6=O)C(C)C)C)C)C(C)C)C)N)C. Drug 2: CCN(CC)CCCC(C)NC1=C2C=C(C=CC2=NC3=C1C=CC(=C3)Cl)OC. Cell line: SK-MEL-28. Synergy scores: CSS=4.35, Synergy_ZIP=-2.62, Synergy_Bliss=-1.08, Synergy_Loewe=-3.03, Synergy_HSA=-2.59.